From a dataset of Peptide-MHC class II binding affinity with 134,281 pairs from IEDB. Regression. Given a peptide amino acid sequence and an MHC pseudo amino acid sequence, predict their binding affinity value. This is MHC class II binding data. (1) The peptide sequence is AIALDFKPGTSGSPI. The MHC is DRB1_0101 with pseudo-sequence DRB1_0101. The binding affinity (normalized) is 0.250. (2) The peptide sequence is AFKVAATAANAAPVN. The MHC is HLA-DPA10103-DPB10301 with pseudo-sequence HLA-DPA10103-DPB10301. The binding affinity (normalized) is 0.814. (3) The peptide sequence is HDGGCRKELAAVSVD. The MHC is DRB1_0405 with pseudo-sequence DRB1_0405. The binding affinity (normalized) is 0.225. (4) The peptide sequence is AALAAAAGVPPADKY. The MHC is DRB1_0405 with pseudo-sequence DRB1_0405. The binding affinity (normalized) is 0.403.